From a dataset of Full USPTO retrosynthesis dataset with 1.9M reactions from patents (1976-2016). Predict the reactants needed to synthesize the given product. (1) The reactants are: [C:1]([O:5][C:6]([N:8]1[CH2:16][C:15]2[C:10](=[CH:11][C:12]([C:18]3[CH2:19][CH2:20][O:21][CH2:22][CH:23]=3)=[C:13](Cl)[CH:14]=2)[CH2:9]1)=[O:7])([CH3:4])([CH3:3])[CH3:2].[CH:24]([Sn](CCCC)(CCCC)CCCC)=[CH2:25]. Given the product [C:1]([O:5][C:6]([N:8]1[CH2:9][C:10]2[C:15](=[CH:14][C:13]([CH:24]=[CH2:25])=[C:12]([C:18]3[CH2:19][CH2:20][O:21][CH2:22][CH:23]=3)[CH:11]=2)[CH2:16]1)=[O:7])([CH3:4])([CH3:3])[CH3:2], predict the reactants needed to synthesize it. (2) Given the product [CH2:1]([CH:8]1[CH2:13][CH2:12][N:11]([CH:16]([CH3:17])[CH2:15][C:14]([O:19][CH2:20][CH3:21])=[O:18])[CH2:10][CH2:9]1)[C:2]1[CH:7]=[CH:6][CH:5]=[CH:4][CH:3]=1, predict the reactants needed to synthesize it. The reactants are: [CH2:1]([CH:8]1[CH2:13][CH2:12][NH:11][CH2:10][CH2:9]1)[C:2]1[CH:7]=[CH:6][CH:5]=[CH:4][CH:3]=1.[C:14]([O:19][CH2:20][CH3:21])(=[O:18])/[CH:15]=[CH:16]/[CH3:17]. (3) Given the product [CH2:45]([O:52][C:53](=[O:54])[NH:55][C@H:56]([C:57](=[O:58])[NH:59][C@H:60]([C:6](=[O:28])[NH:7][C@@H:8]([CH2:21][C:22]1[CH:23]=[CH:24][CH:25]=[CH:26][CH:27]=1)[CH:9]([OH:20])[C:10](=[O:19])[NH:11][CH2:12][C:13]1[CH:18]=[CH:17][CH:16]=[CH:15][N:14]=1)[CH2:64][C:65]1[C:73]2[C:68](=[CH:69][CH:70]=[CH:71][CH:72]=2)[NH:67][CH:66]=1)[CH3:74])[C:46]1[CH:47]=[CH:48][CH:49]=[CH:50][CH:51]=1, predict the reactants needed to synthesize it. The reactants are: C(O[C:6](=[O:28])[NH:7][C@@H:8]([CH2:21][C:22]1[CH:27]=[CH:26][CH:25]=[CH:24][CH:23]=1)[CH:9]([OH:20])[C:10](=[O:19])[NH:11][CH2:12][C:13]1[CH:18]=[CH:17][CH:16]=[CH:15][N:14]=1)(C)(C)C.FC(F)(F)C(O)=O.C(N(CC)C(C)C)(C)C.[CH2:45]([O:52][C:53]([NH:55][C@@H:56]([CH3:74])[C:57]([NH:59][C@@H:60]([CH2:64][C:65]1[C:73]2[C:68](=[CH:69][CH:70]=[CH:71][CH:72]=2)[NH:67][CH:66]=1)C(O)=O)=[O:58])=[O:54])[C:46]1[CH:51]=[CH:50][CH:49]=[CH:48][CH:47]=1.CN(C(ON1N=NC2C=CC=NC1=2)=[N+](C)C)C.F[P-](F)(F)(F)(F)F. (4) The reactants are: [CH2:1]([O:8][CH2:9][N:10]([C:23]1[N:28]=[C:27]([O:29][CH2:30][C:31]([F:34])([F:33])[F:32])[CH:26]=[C:25]([O:35][CH2:36][C:37]([F:40])([F:39])[F:38])[N:24]=1)[C:11](=[O:22])[NH:12][C:13]1[S:14][C:15]([C:18]([F:21])([F:20])[F:19])=[CH:16][CH:17]=1)[C:2]1[CH:7]=[CH:6][CH:5]=[CH:4][CH:3]=1.[H-].[Na+].[CH3:43][O:44][CH2:45]Br. Given the product [CH2:1]([O:8][CH2:9][N:10]([C:23]1[N:28]=[C:27]([O:29][CH2:30][C:31]([F:32])([F:33])[F:34])[CH:26]=[C:25]([O:35][CH2:36][C:37]([F:39])([F:40])[F:38])[N:24]=1)[C:11](=[O:22])[N:12]([CH2:43][O:44][CH3:45])[C:13]1[S:14][C:15]([C:18]([F:19])([F:20])[F:21])=[CH:16][CH:17]=1)[C:2]1[CH:7]=[CH:6][CH:5]=[CH:4][CH:3]=1, predict the reactants needed to synthesize it.